Dataset: Full USPTO retrosynthesis dataset with 1.9M reactions from patents (1976-2016). Task: Predict the reactants needed to synthesize the given product. (1) Given the product [CH:1]1([NH:5][N:6]2[C:15]3[C:10](=[CH:11][CH:12]=[CH:13][CH:14]=3)[C:9]([OH:16])=[C:8]([C:17]3[NH:22][C:21]4[CH:23]=[CH:24][C:25]([NH:27][S:28](=[O:41])(=[O:40])[N:29]([CH3:45])[C:30]([O:32][CH2:33][C:34]5[CH:35]=[CH:36][CH:37]=[CH:38][CH:39]=5)=[O:31])=[CH:26][C:20]=4[S:19](=[O:43])(=[O:42])[N:18]=3)[C:7]2=[O:44])[CH2:4][CH2:3][CH2:2]1, predict the reactants needed to synthesize it. The reactants are: [CH:1]1([NH:5][N:6]2[C:15]3[C:10](=[CH:11][CH:12]=[CH:13][CH:14]=3)[C:9]([OH:16])=[C:8]([C:17]3[NH:22][C:21]4[CH:23]=[CH:24][C:25]([NH:27][S:28](=[O:41])(=[O:40])[NH:29][C:30]([O:32][CH2:33][C:34]5[CH:39]=[CH:38][CH:37]=[CH:36][CH:35]=5)=[O:31])=[CH:26][C:20]=4[S:19](=[O:43])(=[O:42])[N:18]=3)[C:7]2=[O:44])[CH2:4][CH2:3][CH2:2]1.[CH3:45][Si](C=[N+]=[N-])(C)C. (2) Given the product [Cl:13][CH2:14][C@H:15]1[O:29][C:3]([CH3:5])([CH3:4])[O:28][C@@H:17]([CH2:18][C:19]([N:21]([CH:22]([CH3:23])[CH3:24])[CH:25]([CH3:27])[CH3:26])=[O:20])[CH2:16]1, predict the reactants needed to synthesize it. The reactants are: CO[C:3](OC)([CH3:5])[CH3:4].CS(O)(=O)=O.[Cl:13][CH2:14][C@@H:15]([OH:29])[CH2:16][C@@H:17]([OH:28])[CH2:18][C:19]([N:21]([CH:25]([CH3:27])[CH3:26])[CH:22]([CH3:24])[CH3:23])=[O:20].